Dataset: Catalyst prediction with 721,799 reactions and 888 catalyst types from USPTO. Task: Predict which catalyst facilitates the given reaction. Product: [NH2:24][C:1](=[O:5])[C:2]([C:16]1[C:15]2[C:10](=[CH:11][CH:12]=[C:13]([N+:17]([O-:19])=[O:18])[CH:14]=2)[NH:9][CH:8]=1)=[O:3]. The catalyst class is: 28. Reactant: [C:1](Cl)(=[O:5])[C:2](Cl)=[O:3].C[C:8]1[NH:9][C:10]2[C:15]([CH:16]=1)=[CH:14][C:13]([N+:17]([O-:19])=[O:18])=[CH:12][CH:11]=2.C1(=O)[NH:24]C(=O)C2=CC=CC=C12.